Task: Predict the reactants needed to synthesize the given product.. Dataset: Retrosynthesis with 50K atom-mapped reactions and 10 reaction types from USPTO (1) Given the product C=C1CCn2nc(Nc3ccc(-n4ncnc4C)c(F)c3)nc2C(c2ccc(F)cc2)C1, predict the reactants needed to synthesize it. The reactants are: C=C(CCCl)CC(c1ccc(F)cc1)c1nc(Nc2ccc(-n3ncnc3C)c(F)c2)n[nH]1. (2) Given the product CCC1(CC)CC=C(c2ccc(OC)cc2N2CCN(CC3CCOCC3)CC2)CC1, predict the reactants needed to synthesize it. The reactants are: CCC1(CC)CC=C(c2ccc(OC)cc2N2CCNCC2)CC1.O=CC1CCOCC1. (3) The reactants are: [N-]=[N+]=NCCC[C@H]1O[C@H](COCc2ccccc2)[C@@H](OCc2ccccc2)[C@H](OCc2ccccc2)[C@H]1OCc1ccccc1. Given the product NCCC[C@H]1O[C@H](COCc2ccccc2)[C@@H](OCc2ccccc2)[C@H](OCc2ccccc2)[C@H]1OCc1ccccc1, predict the reactants needed to synthesize it. (4) The reactants are: CCCCC/C(=C\C=C\C(=O)O)c1ccc(OC)cc1.O=[N+]([O-])c1ccc(O)cc1. Given the product CCCCC/C(=C\C=C\C(=O)Oc1ccc([N+](=O)[O-])cc1)c1ccc(OC)cc1, predict the reactants needed to synthesize it.